Task: Predict which catalyst facilitates the given reaction.. Dataset: Catalyst prediction with 721,799 reactions and 888 catalyst types from USPTO (1) Reactant: [H-].C([Al+]CC(C)C)C(C)C.[Cl:11][C:12]1[C:17]([O:18][CH3:19])=[C:16]([C:20](OC)=[O:21])[CH:15]=[C:14]([CH:24]2[CH2:26][CH2:25]2)[C:13]=1[C:27]1[CH:32]=[CH:31][C:30]([F:33])=[CH:29][C:28]=1[F:34].O.O.O.O.O.O.O.O.O.O.S([O-])([O-])(=O)=O.[Na+].[Na+]. Product: [Cl:11][C:12]1[C:17]([O:18][CH3:19])=[C:16]([CH2:20][OH:21])[CH:15]=[C:14]([CH:24]2[CH2:26][CH2:25]2)[C:13]=1[C:27]1[CH:32]=[CH:31][C:30]([F:33])=[CH:29][C:28]=1[F:34]. The catalyst class is: 1. (2) Reactant: [N-:1]=[N+:2]=[N-:3].[Na+].O.[F:6][C:7]([F:20])([F:19])[S:8](O[S:8]([C:7]([F:20])([F:19])[F:6])(=[O:10])=[O:9])(=[O:10])=[O:9]. Product: [F:6][C:7]([F:20])([F:19])[S:8]([N:1]=[N+:2]=[N-:3])(=[O:10])=[O:9]. The catalyst class is: 2. (3) Reactant: [N:1]1[CH:6]=[CH:5][CH:4]=[CH:3][C:2]=1[C:7]1[N:8]=[CH:9][N:10](C(C2C=CC=CC=2)(C2C=CC=CC=2)C2C=CC=CC=2)[CH:11]=1.Cl. Product: [N:1]1[CH:6]=[CH:5][CH:4]=[CH:3][C:2]=1[C:7]1[N:8]=[CH:9][NH:10][CH:11]=1. The catalyst class is: 7. (4) Reactant: C(OC(=O)[NH:7][C:8]1([C:12]2[CH:17]=[CH:16][C:15]([C:18]3[C:23]([C:24]4[CH:29]=[CH:28][CH:27]=[CH:26][CH:25]=4)=[CH:22][N:21]4[N:30]=[C:31]([O:33][C:34]5[CH:39]=[CH:38][CH:37]=[CH:36][CH:35]=5)[N:32]=[C:20]4[N:19]=3)=[CH:14][CH:13]=2)[CH2:11][CH2:10][CH2:9]1)(C)(C)C.C(O)(C(F)(F)F)=O. Product: [O:33]([C:31]1[N:32]=[C:20]2[N:19]=[C:18]([C:15]3[CH:14]=[CH:13][C:12]([C:8]4([NH2:7])[CH2:9][CH2:10][CH2:11]4)=[CH:17][CH:16]=3)[C:23]([C:24]3[CH:29]=[CH:28][CH:27]=[CH:26][CH:25]=3)=[CH:22][N:21]2[N:30]=1)[C:34]1[CH:39]=[CH:38][CH:37]=[CH:36][CH:35]=1. The catalyst class is: 2. (5) Reactant: Cl.Cl.[F:3][C:4]1[CH:9]=[CH:8][C:7]([N:10]2[CH2:15][CH2:14][NH:13][CH2:12][CH2:11]2)=[CH:6][CH:5]=1.[CH3:16][S:17](Cl)(=[O:19])=[O:18].O. Product: [F:3][C:4]1[CH:5]=[CH:6][C:7]([N:10]2[CH2:15][CH2:14][N:13]([S:17]([CH3:16])(=[O:19])=[O:18])[CH2:12][CH2:11]2)=[CH:8][CH:9]=1. The catalyst class is: 2.